From a dataset of Reaction yield outcomes from USPTO patents with 853,638 reactions. Predict the reaction yield, written as a fraction of the theoretical maximum amount of product (1.0 means a 100% yield; for example, 0.34 means a 34% yield). (1) The reactants are [C:1]([OH:8])(=[O:7])[CH2:2][CH2:3][C:4]([CH3:6])=[O:5].C1(N=C=NC2CCCCC2)CCCCC1.[Si:24]([O:31][CH2:32][C@H:33]1[O:37][C@@H:36]([N:38]2[CH:66]=[CH:65][C:42]([NH:43][C:44]([C:59]3[CH:64]=[CH:63][CH:62]=[CH:61][CH:60]=3)([C:53]3[CH:58]=[CH:57][CH:56]=[CH:55][CH:54]=3)[C:45]3[CH:50]=[CH:49][C:48]([O:51][CH3:52])=[CH:47][CH:46]=3)=[N:41][C:39]2=[O:40])[C@H:35]([O:67][CH3:68])[C@@H:34]1O)([C:27]([CH3:30])([CH3:29])[CH3:28])([CH3:26])[CH3:25]. The catalyst is O1CCOCC1.N1C=CC=CC=1. The product is [Si:24]([O:31][CH2:32][C@H:33]1[O:37][C@@H:36]([N:38]2[CH:66]=[CH:65][C:42]([NH:43][C:44]([C:59]3[CH:60]=[CH:61][CH:62]=[CH:63][CH:64]=3)([C:53]3[CH:54]=[CH:55][CH:56]=[CH:57][CH:58]=3)[C:45]3[CH:50]=[CH:49][C:48]([O:51][CH3:52])=[CH:47][CH:46]=3)=[N:41][C:39]2=[O:40])[C@H:35]([O:67][CH3:68])[C@@H:34]1[O:7][C:1](=[O:8])[CH2:2][CH2:3][C:4]([CH3:6])=[O:5])([C:27]([CH3:30])([CH3:29])[CH3:28])([CH3:25])[CH3:26]. The yield is 0.860. (2) The reactants are [N+:1]([C:4]1[CH:9]=[CH:8][C:7]([S:10]([N:13]2[C:21]3[C:16](=[CH:17][C:18]([CH:22]=[CH:23][C:24]([NH:26][OH:27])=[O:25])=[CH:19][CH:20]=3)[CH2:15][CH2:14]2)(=[O:12])=[O:11])=[CH:6][CH:5]=1)([O-])=O.[Cl-].[NH4+]. The catalyst is C(O)(C)C.O.[Fe]. The product is [NH2:1][C:4]1[CH:5]=[CH:6][C:7]([S:10]([N:13]2[C:21]3[C:16](=[CH:17][C:18]([CH:22]=[CH:23][C:24]([NH:26][OH:27])=[O:25])=[CH:19][CH:20]=3)[CH2:15][CH2:14]2)(=[O:12])=[O:11])=[CH:8][CH:9]=1. The yield is 0.470. (3) The catalyst is ClCCl.CC([O-])=O.CC([O-])=O.[Cu+2]. The reactants are [N+:1]([C:4]1[N:8]=[CH:7][NH:6][N:5]=1)([O-:3])=[O:2].[F:9][C:10]([F:21])([F:20])[C:11]1[CH:12]=[C:13](B(O)O)[CH:14]=[CH:15][CH:16]=1.N1C=CC=CC=1. The yield is 0.490. The product is [N+:1]([C:4]1[N:8]=[CH:7][N:6]([C:15]2[CH:14]=[CH:13][CH:12]=[C:11]([C:10]([F:21])([F:20])[F:9])[CH:16]=2)[N:5]=1)([O-:3])=[O:2]. (4) The yield is 0.760. The catalyst is C(OCC)C. The product is [CH2:1]([N:8]1[C:13](=[O:14])[C:12]2[C:24]([OH:26])=[C:18]([CH3:17])[C:19](=[O:21])[N:15]([CH3:16])[C:11]=2[N:10]=[CH:9]1)[C:2]1[CH:3]=[CH:4][CH:5]=[CH:6][CH:7]=1. The reactants are [CH2:1]([N:8]1[C:13](=[O:14])[CH:12]=[C:11]([NH:15][CH3:16])[N:10]=[CH:9]1)[C:2]1[CH:7]=[CH:6][CH:5]=[CH:4][CH:3]=1.[CH3:17][CH:18]([C:24]([O:26]CC)=O)[C:19]([O:21]CC)=O.C1(OC2C=CC=CC=2)C=CC=CC=1. (5) The reactants are [F:1][C:2]([F:11])([F:10])[C:3]1[C:7]([CH:8]=[O:9])=[CH:6][NH:5][N:4]=1.[H-].[Na+].Br[CH2:15][C:16]([NH:18][C:19]1[S:23][C:22]2[CH2:24][CH2:25][CH2:26][CH2:27][C:21]=2[C:20]=1[C:28]([NH2:30])=[O:29])=[O:17].O. The catalyst is CN(C=O)C. The product is [CH:8]([C:7]1[C:3]([C:2]([F:1])([F:10])[F:11])=[N:4][N:5]([CH2:15][C:16]([NH:18][C:19]2[S:23][C:22]3[CH2:24][CH2:25][CH2:26][CH2:27][C:21]=3[C:20]=2[C:28]([NH2:30])=[O:29])=[O:17])[CH:6]=1)=[O:9]. The yield is 0.960.